This data is from HIV replication inhibition screening data with 41,000+ compounds from the AIDS Antiviral Screen. The task is: Binary Classification. Given a drug SMILES string, predict its activity (active/inactive) in a high-throughput screening assay against a specified biological target. (1) The drug is N#Cc1c(Br)n(C2OC(CO)C(O)C2O)c2ncn3ccnc3c12. The result is 0 (inactive). (2) The compound is COc1ccc2c(c1)c(C(=O)O)cc(=O)n2C. The result is 0 (inactive). (3) The molecule is CCCCCCCCCCCCCCCCCc1nc(C#N)c(N)o1. The result is 0 (inactive). (4) The molecule is COc1ccc(Cl)cc1NC(=O)Nc1cc(C)ccn1. The result is 0 (inactive). (5) The result is 0 (inactive). The molecule is Nc1nc(Nc2ccc(Cl)c(Cl)c2)nc2[nH]cnc12.